Task: Predict the reactants needed to synthesize the given product.. Dataset: Full USPTO retrosynthesis dataset with 1.9M reactions from patents (1976-2016) (1) Given the product [CH3:1][N:2]1[C:6]([CH3:7])=[CH:5][C:4]([CH2:8][N:9]2[C:17]3[CH:16]=[CH:15][CH:14]=[C:13]([NH2:18])[C:12]=3[C:11]([CH2:21][CH3:22])=[N:10]2)=[N:3]1, predict the reactants needed to synthesize it. The reactants are: [CH3:1][N:2]1[C:6]([CH3:7])=[CH:5][C:4]([CH2:8][N:9]2[C:17]3[C:12](=[C:13]([N+:18]([O-])=O)[CH:14]=[CH:15][CH:16]=3)[C:11]([CH:21]=[CH2:22])=[N:10]2)=[N:3]1. (2) Given the product [Cl:1][C:2]1[CH:6]=[CH:5][S:4][C:3]=1[C:7](=[O:16])[C:8]([C:10]1[CH:15]=[CH:14][N:13]=[CH:12][CH:11]=1)=[CH:9][N:20]([CH3:21])[CH3:19], predict the reactants needed to synthesize it. The reactants are: [Cl:1][C:2]1[CH:6]=[CH:5][S:4][C:3]=1[C:7](=[O:16])[C:8]([C:10]1[CH:15]=[CH:14][N:13]=[CH:12][CH:11]=1)=[CH2:9].CO[CH:19](OC)[N:20](C)[CH3:21]. (3) Given the product [CH3:35][N:36]1[C:40]([N:41]2[CH2:47][CH2:46][CH2:45][N:44]([C:60](=[O:61])[CH2:59][NH:58][C:56](=[O:57])[O:55][C:51]([CH3:52])([CH3:53])[CH3:54])[CH2:43][CH2:42]2)=[C:39]([N+:48]([O-:50])=[O:49])[CH:38]=[N:37]1, predict the reactants needed to synthesize it. The reactants are: NC1SC(C2C(F)=CC=CC=2F)=NC=1C(NC1C=NN(C)C=1N1CCCN(C2CNC2)CC1)=O.[CH3:35][N:36]1[C:40]([N:41]2[CH2:47][CH2:46][CH2:45][NH:44][CH2:43][CH2:42]2)=[C:39]([N+:48]([O-:50])=[O:49])[CH:38]=[N:37]1.[C:51]([O:55][C:56]([NH:58][CH2:59][C:60](O)=[O:61])=[O:57])([CH3:54])([CH3:53])[CH3:52].C1CN([P+](ON2N=NC3C=CC=CC2=3)(N2CCCC2)N2CCCC2)CC1.F[P-](F)(F)(F)(F)F.CCN(C(C)C)C(C)C. (4) Given the product [CH2:1]([O:8][C:9]1[CH:14]=[CH:13][N:12]([CH2:15][CH2:16][C:17]2[CH:27]=[CH:26][C:20]3[CH2:21][CH2:22][N:23]([CH3:31])[CH2:24][CH2:25][C:19]=3[CH:18]=2)[C:11](=[O:28])[CH:10]=1)[C:2]1[CH:3]=[CH:4][CH:5]=[CH:6][CH:7]=1, predict the reactants needed to synthesize it. The reactants are: [CH2:1]([O:8][C:9]1[CH:14]=[CH:13][N:12]([CH2:15][CH2:16][C:17]2[CH:27]=[CH:26][C:20]3[CH2:21][CH2:22][NH:23][CH2:24][CH2:25][C:19]=3[CH:18]=2)[C:11](=[O:28])[CH:10]=1)[C:2]1[CH:7]=[CH:6][CH:5]=[CH:4][CH:3]=1.C=O.[C:31](O)(=O)C.C(O[BH-](OC(=O)C)OC(=O)C)(=O)C.[Na+]. (5) Given the product [CH3:43][O:42][C:40](=[O:41])[C:39]1[CH:44]=[CH:45][C:36]([O:16][C:13]2[CH:12]=[CH:11][C:10]([CH2:9][C@H:8]([NH:7][C:6]([O:5][C:1]([CH3:4])([CH3:3])[CH3:2])=[O:34])[C:17]3[N:18]([CH2:30][CH2:31][CH2:32][CH3:33])[CH:19]=[C:20]([C:22]4[CH:27]=[CH:26][C:25]([Cl:28])=[CH:24][C:23]=4[Cl:29])[N:21]=3)=[CH:15][CH:14]=2)=[CH:37][CH:38]=1, predict the reactants needed to synthesize it. The reactants are: [C:1]([O:5][C:6](=[O:34])[NH:7][C@H:8]([C:17]1[N:18]([CH2:30][CH2:31][CH2:32][CH3:33])[CH:19]=[C:20]([C:22]2[CH:27]=[CH:26][C:25]([Cl:28])=[CH:24][C:23]=2[Cl:29])[N:21]=1)[CH2:9][C:10]1[CH:15]=[CH:14][C:13]([OH:16])=[CH:12][CH:11]=1)([CH3:4])([CH3:3])[CH3:2].I[C:36]1[CH:45]=[CH:44][C:39]([C:40]([O:42][CH3:43])=[O:41])=[CH:38][CH:37]=1. (6) Given the product [Si:5]([O:12][CH2:13][CH2:14]/[C:15](=[CH:25]\[S:26][C:27]1[CH:32]=[CH:31][CH:30]=[CH:29][CH:28]=1)/[C:16]([NH:18][C:19]1[CH:24]=[CH:23][CH:22]=[CH:21][CH:20]=1)=[O:17])([C:8]([CH3:11])([CH3:10])[CH3:9])([CH3:7])[CH3:6], predict the reactants needed to synthesize it. The reactants are: C(Cl)Cl.Cl[Si:5]([C:8]([CH3:11])([CH3:10])[CH3:9])([CH3:7])[CH3:6].[OH:12][CH2:13][CH2:14]/[C:15](=[CH:25]\[S:26][C:27]1[CH:32]=[CH:31][CH:30]=[CH:29][CH:28]=1)/[C:16]([NH:18][C:19]1[CH:24]=[CH:23][CH:22]=[CH:21][CH:20]=1)=[O:17].N1C=CN=C1. (7) Given the product [CH3:11][S:12]([O:6][C:3]([CH2:7][F:8])([C:4]#[CH:5])[CH2:2][F:1])(=[O:14])=[O:13], predict the reactants needed to synthesize it. The reactants are: [F:1][CH2:2][C:3]([CH2:7][F:8])([OH:6])[C:4]#[CH:5].[H-].[Na+].[CH3:11][S:12](Cl)(=[O:14])=[O:13].CCOCC.